The task is: Predict the reaction yield, written as a fraction of the theoretical maximum amount of product (1.0 means a 100% yield; for example, 0.34 means a 34% yield).. This data is from Reaction yield outcomes from USPTO patents with 853,638 reactions. (1) The product is [CH3:13][O:14][C:15]([C:17]1[CH:30]=[CH:29][C:20]2[C@@H:21]3[C@H:26]([CH2:27][CH2:28][C:19]=2[CH:18]=1)[N:25]([C:10]([C:8]1[CH:7]=[CH:6][C:5]2[NH:1][CH:2]=[N:3][C:4]=2[CH:9]=1)=[O:12])[CH2:24][CH2:23][CH2:22]3)=[O:16]. The yield is 0.920. No catalyst specified. The reactants are [NH:1]1[C:5]2[CH:6]=[CH:7][C:8]([C:10]([OH:12])=O)=[CH:9][C:4]=2[N:3]=[CH:2]1.[CH3:13][O:14][C:15]([C:17]1[CH:30]=[CH:29][C:20]2[C@@H:21]3[C@H:26]([CH2:27][CH2:28][C:19]=2[CH:18]=1)[NH:25][CH2:24][CH2:23][CH2:22]3)=[O:16]. (2) The reactants are [N:1]1([C:10]([O:12][C:13]([CH3:16])([CH3:15])[CH3:14])=[O:11])[CH2:5]C=C[C@H:2]1[C:6](OC)=[O:7].[CH3:17][N+]1([O-])CCOCC1.[H-].[H-].[H-].[H-].[Li+].[Al+3].[O:31]1[CH2:36][CH2:35][O:34][CH2:33][CH2:32]1.O. The catalyst is O.O=[Os](=O)(=O)=O. The product is [OH:7][CH2:6][C@H:2]1[N:1]([C:10]([O:12][C:13]([CH3:16])([CH3:15])[CH3:14])=[O:11])[CH2:5][C@@H:36]2[O:31][C:33]([CH3:32])([CH3:17])[O:34][C@H:35]12. The yield is 0.450. (3) The reactants are [F:1][C:2]1[CH:3]=[CH:4][CH:5]=[C:6]2[C:11]=1[NH:10][C@@H:9]([CH3:12])[CH2:8][C@H:7]2[NH:13][C:14]1[CH:19]=[CH:18][CH:17]=[CH:16][C:15]=1[F:20].[C:21](Cl)(=[O:23])[CH3:22].O. The catalyst is N1C=CC=CC=1.ClCCl. The product is [C:21]([N:10]1[C:11]2[C:6](=[CH:5][CH:4]=[CH:3][C:2]=2[F:1])[C@H:7]([NH:13][C:14]2[CH:19]=[CH:18][CH:17]=[CH:16][C:15]=2[F:20])[CH2:8][C@@H:9]1[CH3:12])(=[O:23])[CH3:22]. The yield is 0.700. (4) The reactants are Cl[S:2]([OH:5])(=O)=[O:3].[NH:6]([C:13]1[N:18]=[C:17]([C:19]2[N:23]([CH3:24])[CH:22]=[N:21][CH:20]=2)[CH:16]=[CH:15][N:14]=1)[C:7]1[CH:12]=[CH:11][CH:10]=[CH:9][CH:8]=1.C(N(C(C)C)CC)(C)C.[CH3:34][O:35][CH2:36][CH2:37][CH2:38][NH2:39]. The catalyst is S(Cl)(Cl)=O.CCOC(C)=O. The product is [CH3:34][O:35][CH2:36][CH2:37][CH2:38][NH:39][S:2]([C:10]1[CH:11]=[CH:12][C:7]([NH:6][C:13]2[N:18]=[C:17]([C:19]3[N:23]([CH3:24])[CH:22]=[N:21][CH:20]=3)[CH:16]=[CH:15][N:14]=2)=[CH:8][CH:9]=1)(=[O:5])=[O:3]. The yield is 0.280. (5) The reactants are [CH3:1][C@:2]12[C@@:19]3([CH3:20])[C@@H:10]([C@:11]4([CH3:32])[C@@H:16]([CH2:17][CH2:18]3)[C:15]([CH3:22])([CH3:21])[C:14]([C:23]3[CH:31]=[CH:30][C:26]([C:27]([OH:29])=[O:28])=[CH:25][CH:24]=3)=[CH:13][CH2:12]4)[CH2:9][CH2:8][C@@H:7]1[C@H:6]1[C@H:33]([C:36]([CH3:38])=[CH2:37])[CH2:34][CH2:35][C@:5]1([NH:39][CH2:40][CH2:41][NH:42]C1N=NC=CC=1)[CH2:4][CH2:3]2.Br[C:50]1[CH:55]=[CH:54][C:53]([S:56]([CH3:59])(=[O:58])=[O:57])=[CH:52][N:51]=1.C(O)(C(F)(F)F)=O. No catalyst specified. The product is [CH3:1][C@:2]12[C@@:19]3([CH3:20])[C@@H:10]([C@:11]4([CH3:32])[C@@H:16]([CH2:17][CH2:18]3)[C:15]([CH3:21])([CH3:22])[C:14]([C:23]3[CH:31]=[CH:30][C:26]([C:27]([OH:29])=[O:28])=[CH:25][CH:24]=3)=[CH:13][CH2:12]4)[CH2:9][CH2:8][C@@H:7]1[C@H:6]1[C@H:33]([C:36]([CH3:38])=[CH2:37])[CH2:34][CH2:35][C@:5]1([NH:39][CH2:40][CH2:41][NH:42][C:50]1[CH:55]=[CH:54][C:53]([S:56]([CH3:59])(=[O:58])=[O:57])=[CH:52][N:51]=1)[CH2:4][CH2:3]2. The yield is 0.119. (6) The reactants are [F:1][C:2]([F:16])([F:15])[C:3]([NH:5][CH:6]1[CH2:14][C:13]2[C:8](=[CH:9][CH:10]=[CH:11][CH:12]=2)[CH2:7]1)=[O:4].[Cl-].[Cl-].[Cl-].[Al+3].[Cl:21][CH2:22][C:23](Cl)=[O:24].Cl. The catalyst is C(=S)=S. The product is [Cl:21][CH2:22][C:23]([C:10]1[CH:9]=[C:8]2[C:13](=[CH:12][CH:11]=1)[CH2:14][CH:6]([NH:5][C:3](=[O:4])[C:2]([F:15])([F:16])[F:1])[CH2:7]2)=[O:24]. The yield is 0.860. (7) The catalyst is C(Cl)Cl.CN(C)C=O.O1CCCC1. The product is [CH3:1][O:2][C:3](=[O:20])[C:4]1[CH:5]=[CH:6][C:7]([CH:10]([C:17](=[O:19])[NH:27][C:28]2[S:29][CH:30]=[CH:31][N:32]=2)[CH2:11][CH:12]2[CH2:13][CH2:14][CH2:15][CH2:16]2)=[CH:8][CH:9]=1. The yield is 0.576. The reactants are [CH3:1][O:2][C:3](=[O:20])[C:4]1[CH:9]=[CH:8][C:7]([CH:10]([C:17]([OH:19])=O)[CH2:11][CH:12]2[CH2:16][CH2:15][CH2:14][CH2:13]2)=[CH:6][CH:5]=1.C(Cl)(=O)C(Cl)=O.[NH2:27][C:28]1[S:29][CH:30]=[CH:31][N:32]=1.C(N(CC)C(C)C)(C)C.